Binary Classification. Given a miRNA mature sequence and a target amino acid sequence, predict their likelihood of interaction. From a dataset of Experimentally validated miRNA-target interactions with 360,000+ pairs, plus equal number of negative samples. The miRNA is hsa-miR-8059 with sequence GGGGAACUGUAGAUGAAAAGGC. The protein sequence of the target gene is MPVMKGLLAPQNTFLDTIATRFDGTHSNFILANAQVAKGFPIVYCSDGFCELAGFARTEVMQKSCSCKFLFGVETNEQLMLQIEKSLEEKTEFKGEIMFYKKNGSPFWCLLDIVPIKNEKGDVVLFLASFKDITDTKVKITPEDKKEDKVKGRSRAGTHFDSARRRSRAVLYHISGHLQRREKNKLKINNNVFVDKPAFPEYKVSDAKKSKFILLHFSTFKAGWDWLILLATFYVAVTVPYNVCFIGNDDLSTTRSTTVSDIAVEILFIIDIILNFRTTYVSKSGQVIFEARSICIHYVT.... Result: 0 (no interaction).